Dataset: TCR-epitope binding with 47,182 pairs between 192 epitopes and 23,139 TCRs. Task: Binary Classification. Given a T-cell receptor sequence (or CDR3 region) and an epitope sequence, predict whether binding occurs between them. The epitope is LPPAYTNSF. The TCR CDR3 sequence is CASSQGVFYEQYF. Result: 0 (the TCR does not bind to the epitope).